This data is from Forward reaction prediction with 1.9M reactions from USPTO patents (1976-2016). The task is: Predict the product of the given reaction. (1) Given the reactants Cl.[Cl:2][C:3]1[CH:4]=[C:5]2[C:9](=[CH:10][CH:11]=1)[NH:8][CH:7]=[C:6]2[CH2:12][CH2:13][NH2:14].C1CN([P+](ON2N=NC3C=CC=CC2=3)(N2CCCC2)N2CCCC2)CC1.F[P-](F)(F)(F)(F)F.C(N(CC)C(C)C)(C)C.[F:57][C:58]1[CH:63]=[CH:62][CH:61]=[CH:60][C:59]=1[N:64]1[CH2:68][CH2:67][CH:66]([C:69](O)=[O:70])[C:65]1=[O:72], predict the reaction product. The product is: [Cl:2][C:3]1[CH:4]=[C:5]2[C:9](=[CH:10][CH:11]=1)[NH:8][CH:7]=[C:6]2[CH2:12][CH2:13][NH:14][C:69]([CH:66]1[CH2:67][CH2:68][N:64]([C:59]2[CH:60]=[CH:61][CH:62]=[CH:63][C:58]=2[F:57])[C:65]1=[O:72])=[O:70]. (2) Given the reactants [N+:1]([C:4]1[CH:5]=[N:6][CH:7]=[CH:8][C:9]=1[N:10]1[CH2:15][CH2:14][CH2:13][C@@H:12]([OH:16])[CH2:11]1)([O-:3])=[O:2].[CH3:17][C:18]([Si:21](Cl)([CH3:23])[CH3:22])([CH3:20])[CH3:19].N1C=CN=C1, predict the reaction product. The product is: [Si:21]([O:16][C@@H:12]1[CH2:13][CH2:14][CH2:15][N:10]([C:9]2[CH:8]=[CH:7][N:6]=[CH:5][C:4]=2[N+:1]([O-:3])=[O:2])[CH2:11]1)([C:18]([CH3:20])([CH3:19])[CH3:17])([CH3:23])[CH3:22].